From a dataset of Full USPTO retrosynthesis dataset with 1.9M reactions from patents (1976-2016). Predict the reactants needed to synthesize the given product. (1) The reactants are: [N:1]12[CH2:8][CH2:7][C:4]([C:9]([C:17]3[CH:22]=[CH:21][CH:20]=[CH:19][CH:18]=3)([C:11]3[CH:16]=[CH:15][CH:14]=[CH:13][CH:12]=3)[OH:10])([CH2:5][CH2:6]1)[CH2:3][CH2:2]2.[Cl:23][C:24]1[CH:25]=[C:26]([O:30][CH2:31][CH2:32][CH2:33][Br:34])[CH:27]=[CH:28][CH:29]=1. Given the product [Br-:34].[Cl:23][C:24]1[CH:25]=[C:26]([O:30][CH2:31][CH2:32][CH2:33][N+:1]23[CH2:6][CH2:5][C:4]([C:9]([OH:10])([C:17]4[CH:22]=[CH:21][CH:20]=[CH:19][CH:18]=4)[C:11]4[CH:12]=[CH:13][CH:14]=[CH:15][CH:16]=4)([CH2:3][CH2:2]2)[CH2:7][CH2:8]3)[CH:27]=[CH:28][CH:29]=1, predict the reactants needed to synthesize it. (2) Given the product [Cl:32][C:28]1[CH:29]=[CH:30][CH:31]=[C:2]([Cl:1])[C:3]=1[CH2:4][C:5]1[N:6]=[C:7]([NH:16][C:17]2[CH:25]=[CH:24][C:20]([C:21]([NH:39][CH2:38][CH2:37][CH2:36][CH2:35][N:34]([CH3:40])[CH3:33])=[O:22])=[CH:19][C:18]=2[O:26][CH3:27])[C:8]2[C:9](=[O:15])[NH:10][CH:11]=[CH:12][C:13]=2[CH:14]=1, predict the reactants needed to synthesize it. The reactants are: [Cl:1][C:2]1[CH:31]=[CH:30][CH:29]=[C:28]([Cl:32])[C:3]=1[CH2:4][C:5]1[N:6]=[C:7]([NH:16][C:17]2[CH:25]=[CH:24][C:20]([C:21](O)=[O:22])=[CH:19][C:18]=2[O:26][CH3:27])[C:8]2[C:9](=[O:15])[NH:10][CH:11]=[CH:12][C:13]=2[CH:14]=1.[CH3:33][N:34]([CH3:40])[CH2:35][CH2:36][CH2:37][CH2:38][NH2:39].N1(OC(N(C)C)=[N+](C)C)C2N=CC=CC=2N=N1.C(N(CC)C(C)C)(C)C.